This data is from Reaction yield outcomes from USPTO patents with 853,638 reactions. The task is: Predict the reaction yield, written as a fraction of the theoretical maximum amount of product (1.0 means a 100% yield; for example, 0.34 means a 34% yield). (1) The reactants are [O:1]=[C:2]1[C:7]([CH2:8][C:9]2[CH:14]=[CH:13][C:12]([C:15]3[C:16]([C:21]#[N:22])=[CH:17][CH:18]=[CH:19][CH:20]=3)=[CH:11][CH:10]=2)=[C:6]([CH2:23][CH2:24][CH3:25])[N:5]2[N:26]=[CH:27][N:28]=[C:4]2[N:3]1[C@H:29]1[CH2:34][CH2:33][C@H:32]([O:35][CH2:36][C:37](=[O:39])[CH3:38])[CH2:31][CH2:30]1.[CH:40](N(CC)C(C)C)(C)C.FC(F)(F)S(O[Si:55]([C:58]([CH3:61])([CH3:60])[CH3:59])([CH3:57])[CH3:56])(=O)=O.C(=O)([O-])O.[Na+].C([Zn]CC)C.ClCI.[Cl-].[NH4+]. The catalyst is C(Cl)Cl. The product is [Si:55]([O:39][C:37]1([CH2:36][O:35][C@H:32]2[CH2:31][CH2:30][C@H:29]([N:3]3[C:2](=[O:1])[C:7]([CH2:8][C:9]4[CH:14]=[CH:13][C:12]([C:15]5[C:16]([C:21]#[N:22])=[CH:17][CH:18]=[CH:19][CH:20]=5)=[CH:11][CH:10]=4)=[C:6]([CH2:23][CH2:24][CH3:25])[N:5]4[N:26]=[CH:27][N:28]=[C:4]34)[CH2:34][CH2:33]2)[CH2:40][CH2:38]1)([C:58]([CH3:61])([CH3:60])[CH3:59])([CH3:57])[CH3:56]. The yield is 0.400. (2) The reactants are [CH3:1][C:2]([CH3:24])([CH3:23])[CH2:3][NH:4][C:5]1[N:10]=[CH:9][N:8]=[C:7]([NH:11][C:12]2[CH:13]=[C:14]([CH:19]=[CH:20][C:21]=2[CH3:22])[C:15]([NH:17][CH3:18])=[O:16])[CH:6]=1.C(=O)(O)[O-].[Na+].[Br:30]Br. The catalyst is C(Cl)Cl.O. The product is [Br:30][C:6]1[C:7]([NH:11][C:12]2[CH:13]=[C:14]([CH:19]=[CH:20][C:21]=2[CH3:22])[C:15]([NH:17][CH3:18])=[O:16])=[N:8][CH:9]=[N:10][C:5]=1[NH:4][CH2:3][C:2]([CH3:24])([CH3:23])[CH3:1]. The yield is 0.560.